Dataset: TCR-epitope binding with 47,182 pairs between 192 epitopes and 23,139 TCRs. Task: Binary Classification. Given a T-cell receptor sequence (or CDR3 region) and an epitope sequence, predict whether binding occurs between them. (1) The epitope is RAKFKQLL. The TCR CDR3 sequence is CASSPAGGTDTQYF. Result: 1 (the TCR binds to the epitope). (2) The epitope is RLFRKSNLK. The TCR CDR3 sequence is CASSLGFGDLEKETQYF. Result: 0 (the TCR does not bind to the epitope). (3) The epitope is TLIGDCATV. The TCR CDR3 sequence is CASSELTSGGDEQFF. Result: 0 (the TCR does not bind to the epitope). (4) The epitope is ELAGIGILTV. The TCR CDR3 sequence is CATSEGLVGWSAGSSYNEQFF. Result: 1 (the TCR binds to the epitope).